Task: Predict the reactants needed to synthesize the given product.. Dataset: Full USPTO retrosynthesis dataset with 1.9M reactions from patents (1976-2016) Given the product [CH3:1][N:2]1[CH:6]=[C:5]([C:7]2[C:8]3[N:9]([N:13]=[C:14]([NH:16][C:18]4[CH:23]=[CH:22][C:21]([C:24]5([C:27]#[N:28])[CH2:25][CH2:26]5)=[CH:20][CH:19]=4)[N:15]=3)[CH:10]=[CH:11][N:12]=2)[CH:4]=[N:3]1, predict the reactants needed to synthesize it. The reactants are: [CH3:1][N:2]1[CH:6]=[C:5]([C:7]2[C:8]3[N:9]([N:13]=[C:14]([NH2:16])[N:15]=3)[CH:10]=[CH:11][N:12]=2)[CH:4]=[N:3]1.Cl[C:18]1[CH:23]=[CH:22][C:21]([C:24]2([C:27]#[N:28])[CH2:26][CH2:25]2)=[CH:20][CH:19]=1.